The task is: Predict which catalyst facilitates the given reaction.. This data is from Catalyst prediction with 721,799 reactions and 888 catalyst types from USPTO. (1) Product: [F:15][C:12]([F:13])([F:14])[C:11]([NH:31][C:27]1([C:23]2[CH:24]=[CH:25][C:26]([N+:1]([O-:4])=[O:2])=[C:21]([O:20][CH3:19])[CH:22]=2)[CH2:30][CH2:29][CH2:28]1)=[O:16]. Reactant: [N+:1]([O-:4])([O-])=[O:2].[K+].[F:13][C:12]([F:15])([F:14])[C:11](O[C:11](=[O:16])[C:12]([F:15])([F:14])[F:13])=[O:16].[CH3:19][O:20][C:21]1[CH:22]=[C:23]([C:27]2([NH2:31])[CH2:30][CH2:29][CH2:28]2)[CH:24]=[CH:25][CH:26]=1.C([O-])([O-])=O.[Na+].[Na+]. The catalyst class is: 10. (2) Reactant: [CH:1]1([C:6](Cl)=[O:7])[CH2:5][CH2:4][CH2:3][CH2:2]1.[CH:9]12[CH2:38][CH2:37][CH:12]([CH:13]([C:15]3[C:23]4[C:18](=[N:19][CH:20]=[C:21]([NH:25][C:26](=[O:35])[C:27]5[CH:32]=[CH:31][CH:30]=[C:29]([C:33]#[N:34])[CH:28]=5)[C:22]=4[CH3:24])[N:17]([CH3:36])[CH:16]=3)[CH2:14]1)[CH2:11][NH:10]2. Product: [C:33]([C:29]1[CH:28]=[C:27]([CH:32]=[CH:31][CH:30]=1)[C:26]([NH:25][C:21]1[C:22]([CH3:24])=[C:23]2[C:15]([CH:13]3[CH2:14][CH:9]4[CH2:38][CH2:37][CH:12]3[CH2:11][N:10]4[C:6]([CH:1]3[CH2:5][CH2:4][CH2:3][CH2:2]3)=[O:7])=[CH:16][N:17]([CH3:36])[C:18]2=[N:19][CH:20]=1)=[O:35])#[N:34]. The catalyst class is: 17. (3) Reactant: [CH:1]1([N:5]2[CH2:10][CH2:9][CH:8]([CH2:11][CH:12]3[CH2:17][CH2:16][NH:15][CH2:14][CH2:13]3)[CH2:7][CH2:6]2)[CH2:4][CH2:3][CH2:2]1.Cl[C:19]1[N:20]=[CH:21][C:22]([C:25]([O:27][CH3:28])=[O:26])=[N:23][CH:24]=1.C(=O)([O-])[O-].[K+].[K+]. Product: [CH:1]1([N:5]2[CH2:6][CH2:7][CH:8]([CH2:11][CH:12]3[CH2:17][CH2:16][N:15]([C:19]4[N:20]=[CH:21][C:22]([C:25]([O:27][CH3:28])=[O:26])=[N:23][CH:24]=4)[CH2:14][CH2:13]3)[CH2:9][CH2:10]2)[CH2:4][CH2:3][CH2:2]1. The catalyst class is: 10. (4) Reactant: [Br:1][C:2]1[CH:7]=[CH:6][C:5]([C:8]([F:11])([F:10])[F:9])=[CH:4][C:3]=1I.CC1(C)C(C)(C)OB([C:21]2[CH2:22][N:23]([C:26]([O:28][C:29]([CH3:32])([CH3:31])[CH3:30])=[O:27])[CH2:24][CH:25]=2)O1.C(=O)([O-])[O-].[K+].[K+]. Product: [Br:1][C:2]1[CH:7]=[CH:6][C:5]([C:8]([F:11])([F:10])[F:9])=[CH:4][C:3]=1[C:25]1[CH2:24][N:23]([C:26]([O:28][C:29]([CH3:32])([CH3:31])[CH3:30])=[O:27])[CH2:22][CH:21]=1. The catalyst class is: 368.